Dataset: Reaction yield outcomes from USPTO patents with 853,638 reactions. Task: Predict the reaction yield, written as a fraction of the theoretical maximum amount of product (1.0 means a 100% yield; for example, 0.34 means a 34% yield). (1) The reactants are [F:1][C:2]1[CH:3]=[CH:4][C:5]([NH:8][NH2:9])=[N:6][CH:7]=1.[C:10](O)(=[O:14])[CH:11]([CH3:13])[CH3:12].C1C=C2N=NN(O)C2=CC=1.O.C(Cl)CCl.C([O-])(O)=O.[Na+]. The catalyst is C(Cl)Cl.CCOCC. The product is [F:1][C:2]1[CH:3]=[CH:4][C:5]([NH:8][NH:9][C:10](=[O:14])[CH:11]([CH3:13])[CH3:12])=[N:6][CH:7]=1. The yield is 0.460. (2) The reactants are C(OC([NH:8][C@H:9]1[CH2:14][CH2:13][C@H:12]([O:15][CH3:16])[CH2:11][CH2:10]1)=O)(C)(C)C.C(Cl)(=O)C. The catalyst is C(O)C. The product is [CH3:16][O:15][C@H:12]1[CH2:13][CH2:14][C@H:9]([NH2:8])[CH2:10][CH2:11]1. The yield is 1.00. (3) The reactants are Cl.[NH2:2][C:3]1[CH:8]=[C:7]([O:9][CH3:10])[CH:6]=[CH:5][C:4]=1[SH:11].B(O)(O)O.[CH:16](O)=O. The catalyst is O. The product is [CH3:10][O:9][C:7]1[CH:6]=[CH:5][C:4]2[S:11][CH:16]=[N:2][C:3]=2[CH:8]=1. The yield is 0.150. (4) The reactants are [CH:1]1([NH:6][C:7]2[CH:8]=[C:9]([O:25][CH3:26])[CH:10]=[C:11]3[C:15]=2[NH:14][C:13]([C:16]2[S:17][CH2:18][C@@H:19]([CH2:21][C:22](O)=[O:23])[N:20]=2)=[CH:12]3)[CH2:5][CH2:4][CH2:3][CH2:2]1.[NH:27]1[CH2:32][CH2:31][O:30][CH2:29][CH2:28]1. No catalyst specified. The product is [CH:1]1([NH:6][C:7]2[CH:8]=[C:9]([O:25][CH3:26])[CH:10]=[C:11]3[C:15]=2[NH:14][C:13]([C:16]2[S:17][CH2:18][C@@H:19]([CH2:21][C:22]([N:27]4[CH2:32][CH2:31][O:30][CH2:29][CH2:28]4)=[O:23])[N:20]=2)=[CH:12]3)[CH2:2][CH2:3][CH2:4][CH2:5]1. The yield is 0.240. (5) The reactants are C[N:2](C)/[CH:3]=[CH:4]/[C:5](=[C:19]([C:22]#[N:23])[C:20]#[N:21])[C:6]1[CH:15]=[CH:14][C:13]2[C:8](=[CH:9][CH:10]=[C:11]([N:16]([CH3:18])[CH3:17])[CH:12]=2)[CH:7]=1.[Cl-].[OH:26][NH3+]. The catalyst is CO. The product is [NH2:21][C:20]1[N+:2]([O-:26])=[CH:3][CH:4]=[C:5]([C:6]2[CH:7]=[CH:8][C:9]3[C:14](=[CH:13][CH:12]=[C:11]([N:16]([CH3:17])[CH3:18])[CH:10]=3)[CH:15]=2)[C:19]=1[C:22]#[N:23]. The yield is 0.200. (6) The reactants are [CH2:1]([O:3][C:4](=[O:17])[CH:5]([C:15]#[N:16])[C:6]1[CH:11]=[CH:10][N:9]=[CH:8][C:7]=1[N+:12]([O-])=O)[CH3:2]. The catalyst is C(O)(=O)C.[Zn]. The product is [CH2:1]([O:3][C:4]([C:5]1[C:6]2[C:7](=[CH:8][N:9]=[CH:10][CH:11]=2)[NH:12][C:15]=1[NH2:16])=[O:17])[CH3:2]. The yield is 0.930.